From a dataset of Forward reaction prediction with 1.9M reactions from USPTO patents (1976-2016). Predict the product of the given reaction. (1) Given the reactants Cl.[CH3:2][C@@:3]([S:34]([CH3:37])(=[O:36])=[O:35])([CH2:14][CH2:15][N:16]1[CH:21]=[CH:20][C:19]([C:22]2[CH:27]=[CH:26][C:25]([N:28]3[CH:32]=[CH:31][CH:30]=[N:29]3)=[CH:24][CH:23]=2)=[CH:18][C:17]1=[O:33])[C:4]([NH:6][O:7]C1CCCCO1)=[O:5], predict the reaction product. The product is: [OH:7][NH:6][C:4](=[O:5])[C@:3]([CH3:2])([S:34]([CH3:37])(=[O:36])=[O:35])[CH2:14][CH2:15][N:16]1[CH:21]=[CH:20][C:19]([C:22]2[CH:23]=[CH:24][C:25]([N:28]3[CH:32]=[CH:31][CH:30]=[N:29]3)=[CH:26][CH:27]=2)=[CH:18][C:17]1=[O:33]. (2) The product is: [ClH:21].[CH3:18][NH:19][CH:9]1[CH2:10][CH:11]2[C:7]([C:4]3[CH:5]=[CH:6][C:1]([CH3:14])=[CH:2][CH:3]=3)([CH2:12]2)[CH2:8]1.[ClH:21].[CH2:22]([O:23][CH2:1][CH3:2])[CH3:18]. Given the reactants [C:1]1([CH3:14])[CH:6]=[CH:5][C:4]([C:7]23[CH2:12][CH:11]2[CH2:10][C:9](=O)[CH2:8]3)=[CH:3][CH:2]=1.CN.[BH3-][C:18]#[N:19].[Na+].[ClH:21].[CH3:22][OH:23], predict the reaction product. (3) Given the reactants Br[CH2:2][CH2:3][CH2:4][O:5][C:6](=[O:28])[C:7]([C:10]1[CH:19]=[C:18]2[C:13]([C@@H:14]3[CH2:25][C:24]([CH3:26])=[CH:23][CH2:22][C@H:15]3[C:16]([CH3:21])([CH3:20])[O:17]2)=[C:12]([OH:27])[CH:11]=1)([CH3:9])[CH3:8].[N-:29]=[N+:30]=[N-:31].C([N+](CCCC)(CCCC)CCCC)CCC, predict the reaction product. The product is: [N:29]([CH2:2][CH2:3][CH2:4][O:5][C:6](=[O:28])[C:7]([C:10]1[CH:19]=[C:18]2[C:13]([C@@H:14]3[CH2:25][C:24]([CH3:26])=[CH:23][CH2:22][C@H:15]3[C:16]([CH3:21])([CH3:20])[O:17]2)=[C:12]([OH:27])[CH:11]=1)([CH3:9])[CH3:8])=[N+:30]=[N-:31]. (4) Given the reactants C([O-])([O-])=O.[K+].[K+].[CH3:7][C:8]1[N:12]([CH2:13][C:14]2[CH:15]=[C:16]([OH:20])[CH:17]=[CH:18][CH:19]=2)[N:11]=[C:10]([C:21]2[O:25][N:24]=[C:23]([C:26]3[CH:31]=[CH:30][C:29]([O:32][C:33]([F:36])([F:35])[F:34])=[CH:28][CH:27]=3)[N:22]=2)[N:9]=1.[I-].[Na+].Br[CH:40]1[CH2:43][O:42][CH2:41]1, predict the reaction product. The product is: [CH3:7][C:8]1[N:12]([CH2:13][C:14]2[CH:19]=[CH:18][CH:17]=[C:16]([O:20][CH:40]3[CH2:43][O:42][CH2:41]3)[CH:15]=2)[N:11]=[C:10]([C:21]2[O:25][N:24]=[C:23]([C:26]3[CH:31]=[CH:30][C:29]([O:32][C:33]([F:36])([F:34])[F:35])=[CH:28][CH:27]=3)[N:22]=2)[N:9]=1. (5) Given the reactants [NH2:1][CH2:2][CH:3]([CH3:16])[C:4]([NH:6][CH2:7][C:8]1[CH:13]=[CH:12][C:11]([C:14]#[N:15])=[CH:10][CH:9]=1)=[O:5].[CH2:17]([N:19]1[C:31]2[CH:30]=[CH:29][C:28]([C:32](O)=[O:33])=[CH:27][C:26]=2[C:25]2[C:20]1=[CH:21][CH:22]=[CH:23][CH:24]=2)[CH3:18].CN(C(ON1N=NC2C=CC=NC1=2)=[N+](C)C)C.F[P-](F)(F)(F)(F)F.O, predict the reaction product. The product is: [C:14]([C:11]1[CH:10]=[CH:9][C:8]([CH2:7][NH:6][C:4](=[O:5])[CH:3]([CH3:16])[CH2:2][NH:1][C:32]([C:28]2[CH:29]=[CH:30][C:31]3[N:19]([CH2:17][CH3:18])[C:20]4[C:25]([C:26]=3[CH:27]=2)=[CH:24][CH:23]=[CH:22][CH:21]=4)=[O:33])=[CH:13][CH:12]=1)#[N:15].